This data is from Catalyst prediction with 721,799 reactions and 888 catalyst types from USPTO. The task is: Predict which catalyst facilitates the given reaction. Reactant: [NH2:1][C:2]1[CH:7]=[CH:6][C:5]([S:8][C:9]2[CH:24]=[CH:23][C:12]([C:13]([NH:15][C:16]3[CH:21]=[CH:20][C:19]([Br:22])=[CH:18][CH:17]=3)=[O:14])=[CH:11][C:10]=2[N+:25]([O-:27])=[O:26])=[CH:4][CH:3]=1.N1C=CC=CC=1.Cl[C:35]([O:37][CH2:38][C:39]([Cl:42])([Cl:41])[Cl:40])=[O:36]. Product: [Cl:40][C:39]([Cl:42])([Cl:41])[CH2:38][O:37][C:35](=[O:36])[NH:1][C:2]1[CH:7]=[CH:6][C:5]([S:8][C:9]2[CH:24]=[CH:23][C:12]([C:13](=[O:14])[NH:15][C:16]3[CH:21]=[CH:20][C:19]([Br:22])=[CH:18][CH:17]=3)=[CH:11][C:10]=2[N+:25]([O-:27])=[O:26])=[CH:4][CH:3]=1. The catalyst class is: 4.